From a dataset of Forward reaction prediction with 1.9M reactions from USPTO patents (1976-2016). Predict the product of the given reaction. (1) Given the reactants [O:1]=[C:2]1[CH2:8][N:7]([C:9]([O:11][C:12]([CH3:15])([CH3:14])[CH3:13])=[O:10])[CH2:6][CH2:5][N:4]([C:16]([O:18][C:19]([CH3:22])([CH3:21])[CH3:20])=[O:17])[CH2:3]1.[CH3:23][Mg]Br.[Cl-].[NH4+], predict the reaction product. The product is: [OH:1][C:2]1([CH3:23])[CH2:8][N:7]([C:9]([O:11][C:12]([CH3:13])([CH3:14])[CH3:15])=[O:10])[CH2:6][CH2:5][N:4]([C:16]([O:18][C:19]([CH3:22])([CH3:21])[CH3:20])=[O:17])[CH2:3]1. (2) Given the reactants [F:1][C:2]1[CH:11]=[C:10]2[C:5]([C:6](=O)[NH:7][C:8]([N:12]3[CH:16]=[C:15]([C:17]([O:19]CC)=[O:18])[CH:14]=[N:13]3)=[N:9]2)=[CH:4][C:3]=1[CH:23]([CH3:25])[CH3:24].[NH:26]1[CH2:31][CH2:30][O:29][CH2:28][CH2:27]1, predict the reaction product. The product is: [F:1][C:2]1[CH:11]=[C:10]2[C:5]([C:6]([N:26]3[CH2:31][CH2:30][O:29][CH2:28][CH2:27]3)=[N:7][C:8]([N:12]3[CH:16]=[C:15]([C:17]([OH:19])=[O:18])[CH:14]=[N:13]3)=[N:9]2)=[CH:4][C:3]=1[CH:23]([CH3:24])[CH3:25]. (3) Given the reactants [Se-2:1].[Na+].[Na+].Cl[C:5]1[C:10]([C:11]#[N:12])=[CH:9][CH:8]=[CH:7][N:6]=1.Cl[CH2:14][C:15]([O:17][CH2:18][CH3:19])=[O:16].C[O-].[Na+], predict the reaction product. The product is: [NH2:12][C:11]1[C:10]2[C:5](=[N:6][CH:7]=[CH:8][CH:9]=2)[Se:1][C:14]=1[C:15]([O:17][CH2:18][CH3:19])=[O:16].